This data is from Full USPTO retrosynthesis dataset with 1.9M reactions from patents (1976-2016). The task is: Predict the reactants needed to synthesize the given product. (1) Given the product [CH3:24][O:23][C:21](=[O:22])[C:20]1[CH:25]=[CH:26][C:17]([CH2:16][N:6]2[C:7]3[CH:8]=[CH:9][CH:10]=[CH:11][C:12]=3[C:13]3[C:1](=[O:14])[NH:2][CH2:3][CH2:4][C:5]2=3)=[CH:18][CH:19]=1, predict the reactants needed to synthesize it. The reactants are: [C:1]1(=[O:14])[C:13]2[C:12]3[CH:11]=[CH:10][CH:9]=[CH:8][C:7]=3[NH:6][C:5]=2[CH2:4][CH2:3][NH:2]1.Br[CH2:16][C:17]1[CH:26]=[CH:25][C:20]([C:21]([O:23][CH3:24])=[O:22])=[CH:19][CH:18]=1.C(=O)([O-])[O-].[Cs+].[Cs+]. (2) The reactants are: Cl.FC1C=C(C=CC=1)CN1C=C(C2C3C(=NC=C(C4C=CC(C5CCNCC5)=CC=4)C=3)N(S(C3C=CC(C)=CC=3)(=O)=O)C=2)C=N1.[CH3:46][N:47]([CH3:95])[CH2:48][C:49]([N:51]1[CH2:56][CH2:55][N:54]([C:57]2[CH:62]=[CH:61][C:60]([C:63]3[CH:64]=[C:65]4[C:71]([C:72]5[CH:73]=[N:74][N:75]([CH2:77][C:78]6[CH:83]=[CH:82][CH:81]=[C:80]([F:84])[CH:79]=6)[CH:76]=5)=[CH:70][N:69](S(C5C=CC(C)=CC=5)(=O)=O)[C:66]4=[N:67][CH:68]=3)=[CH:59][CH:58]=2)[CH2:53][CH2:52]1)=[O:50].[OH-].[Li+]. Given the product [CH3:46][N:47]([CH3:95])[CH2:48][C:49]([N:51]1[CH2:56][CH2:55][N:54]([C:57]2[CH:58]=[CH:59][C:60]([C:63]3[CH:64]=[C:65]4[C:71]([C:72]5[CH:73]=[N:74][N:75]([CH2:77][C:78]6[CH:83]=[CH:82][CH:81]=[C:80]([F:84])[CH:79]=6)[CH:76]=5)=[CH:70][NH:69][C:66]4=[N:67][CH:68]=3)=[CH:61][CH:62]=2)[CH2:53][CH2:52]1)=[O:50], predict the reactants needed to synthesize it. (3) The reactants are: F[C:2]1[CH:7]=[CH:6][CH:5]=[CH:4][C:3]=1[N+:8]([O-:10])=[O:9].[OH-].[Li+]. Given the product [C:3]1([NH:8][C:2]2[CH:7]=[CH:6][CH:5]=[CH:4][C:3]=2[N+:8]([O-:10])=[O:9])[CH:4]=[CH:5][CH:6]=[CH:7][CH:2]=1, predict the reactants needed to synthesize it. (4) Given the product [CH3:35][O:34][C:31]1[CH:30]=[CH:29][C:28]([CH2:23][O:22][C@H:21]([C@@H:19]([CH3:20])[C@H:18]([O:17][Si:10]([C:13]([CH3:14])([CH3:15])[CH3:16])([CH3:11])[CH3:12])[CH2:36][CH2:37][C@H:38]([CH3:99])[CH2:39][C@@H:40]([CH3:98])[C@@H:41]([O:90][Si:91]([C:94]([CH3:97])([CH3:96])[CH3:95])([CH3:93])[CH3:92])[C@@H:42]([CH3:89])/[CH:43]=[CH:44]\[C@@H:45]([O:81][Si:82]([C:85]([CH3:86])([CH3:87])[CH3:88])([CH3:84])[CH3:83])[CH2:46][C@H:47]([O:73][Si:74]([C:77]([CH3:80])([CH3:79])[CH3:78])([CH3:76])[CH3:75])[C@@H:48]([CH3:72])/[CH:49]=[CH:50]/[CH2:51][O:52][C:53]([C:54]2[CH:59]=[CH:58][CH:57]=[CH:56][CH:55]=2)([C:60]2[CH:61]=[CH:62][CH:63]=[CH:64][CH:65]=2)[C:66]2[CH:71]=[CH:70][CH:69]=[CH:68][CH:67]=2)[C@@H:26]([CH3:27])[CH2:25][OH:24])=[CH:33][CH:32]=1, predict the reactants needed to synthesize it. The reactants are: CC(C[AlH]CC(C)C)C.[Si:10]([O:17][C@H:18]([CH2:36][CH2:37][C@H:38]([CH3:99])[CH2:39][C@@H:40]([CH3:98])[C@@H:41]([O:90][Si:91]([C:94]([CH3:97])([CH3:96])[CH3:95])([CH3:93])[CH3:92])[C@@H:42]([CH3:89])/[CH:43]=[CH:44]\[C@@H:45]([O:81][Si:82]([C:85]([CH3:88])([CH3:87])[CH3:86])([CH3:84])[CH3:83])[CH2:46][C@H:47]([O:73][Si:74]([C:77]([CH3:80])([CH3:79])[CH3:78])([CH3:76])[CH3:75])[C@@H:48]([CH3:72])/[CH:49]=[CH:50]/[CH2:51][O:52][C:53]([C:66]1[CH:71]=[CH:70][CH:69]=[CH:68][CH:67]=1)([C:60]1[CH:65]=[CH:64][CH:63]=[CH:62][CH:61]=1)[C:54]1[CH:59]=[CH:58][CH:57]=[CH:56][CH:55]=1)[C@@H:19]([C@@H:21]1[C@@H:26]([CH3:27])[CH2:25][O:24][CH:23]([C:28]2[CH:33]=[CH:32][C:31]([O:34][CH3:35])=[CH:30][CH:29]=2)[O:22]1)[CH3:20])([C:13]([CH3:16])([CH3:15])[CH3:14])([CH3:12])[CH3:11]. (5) The reactants are: [Cl:1][C:2]1[CH:3]=[C:4]([CH:8]=[CH:9][N:10]=1)[C:5](O)=[O:6].C(Cl)(=O)C(Cl)=O.[CH3:17][NH2:18]. Given the product [Cl:1][C:2]1[CH:3]=[C:4]([CH:8]=[CH:9][N:10]=1)[C:5]([NH:18][CH3:17])=[O:6], predict the reactants needed to synthesize it. (6) Given the product [ClH:43].[C:1]1([CH:7]([N:12]2[CH2:17][CH2:16][N:15]([C:18]3[CH:19]=[CH:20][C:21]([NH:24][C:25]([C:27]4[CH:32]=[CH:31][CH:30]=[CH:29][C:28]=4[C:33]4[CH:34]=[CH:35][C:36]([C:39]([F:42])([F:41])[F:40])=[CH:37][CH:38]=4)=[O:26])=[CH:22][CH:23]=3)[CH2:14][CH2:13]2)[C:8]([OH:10])=[O:9])[CH:6]=[CH:5][CH:4]=[CH:3][CH:2]=1, predict the reactants needed to synthesize it. The reactants are: [C:1]1([CH:7]([N:12]2[CH2:17][CH2:16][N:15]([C:18]3[CH:23]=[CH:22][C:21]([NH:24][C:25]([C:27]4[CH:32]=[CH:31][CH:30]=[CH:29][C:28]=4[C:33]4[CH:38]=[CH:37][C:36]([C:39]([F:42])([F:41])[F:40])=[CH:35][CH:34]=4)=[O:26])=[CH:20][CH:19]=3)[CH2:14][CH2:13]2)[C:8]([O:10]C)=[O:9])[CH:6]=[CH:5][CH:4]=[CH:3][CH:2]=1.[ClH:43]. (7) Given the product [F:25][C:22]([F:23])([F:24])[C:21]([NH:20][C@@H:16]1[CH2:17][CH2:18][CH2:19][N:13]([C:2]2[N:6]([CH:7]([CH3:9])[CH3:8])[N:5]=[CH:4][C:3]=2[N+:10]([O-:12])=[O:11])[CH2:14][CH2:15]1)=[O:26], predict the reactants needed to synthesize it. The reactants are: Cl[C:2]1[N:6]([CH:7]([CH3:9])[CH3:8])[N:5]=[CH:4][C:3]=1[N+:10]([O-:12])=[O:11].[NH:13]1[CH2:19][CH2:18][CH2:17][C@@H:16]([NH:20][C:21](=[O:26])[C:22]([F:25])([F:24])[F:23])[CH2:15][CH2:14]1. (8) Given the product [C:1]([NH:11][C@H:12]([C:16]([OH:18])=[O:17])[CH:13]([CH3:14])[CH3:15])([O:3][CH2:4][C:5]1[CH:10]=[CH:9][CH:8]=[CH:7][CH:6]=1)=[O:2].[C:36]([O:35][CH2:34][C@H:21]([CH2:20][CH2:19][O:18][C:16](=[O:17])[C@H:12]([CH:13]([CH3:15])[CH3:14])[NH2:11])[CH2:22][N:23]1[CH:31]=[N:30][C:29]2[C:28](=[O:32])[NH:27][C:26]([NH2:33])=[N:25][C:24]1=2)(=[O:54])[CH2:37][CH2:38][CH2:39][CH2:40][CH2:41][CH2:42][CH2:43][CH2:44][CH2:45][CH2:46][CH2:47][CH2:48][CH2:49][CH2:50][CH2:51][CH2:52][CH3:53], predict the reactants needed to synthesize it. The reactants are: [C:1]([NH:11][C@H:12]([C:16]([O:18][CH2:19][CH2:20][C@@H:21]([CH2:34][O:35][C:36](=[O:54])[CH2:37][CH2:38][CH2:39][CH2:40][CH2:41][CH2:42][CH2:43][CH2:44][CH2:45][CH2:46][CH2:47][CH2:48][CH2:49][CH2:50][CH2:51][CH2:52][CH3:53])[CH2:22][N:23]1[CH:31]=[N:30][C:29]2[C:28](=[O:32])[NH:27][C:26]([NH2:33])=[N:25][C:24]1=2)=[O:17])[CH:13]([CH3:15])[CH3:14])([O:3][CH2:4][C:5]1[CH:10]=[CH:9][CH:8]=[CH:7][CH:6]=1)=[O:2].C1(N=C=NC2CCCCC2)CCCCC1.C(#N)C.